Dataset: NCI-60 drug combinations with 297,098 pairs across 59 cell lines. Task: Regression. Given two drug SMILES strings and cell line genomic features, predict the synergy score measuring deviation from expected non-interaction effect. (1) Drug 1: C1=CC(=CC=C1CCCC(=O)O)N(CCCl)CCCl. Drug 2: C1CNP(=O)(OC1)N(CCCl)CCCl. Cell line: M14. Synergy scores: CSS=-1.56, Synergy_ZIP=-6.96, Synergy_Bliss=-3.54, Synergy_Loewe=-18.1, Synergy_HSA=-4.80. (2) Drug 1: CC1CCC2CC(C(=CC=CC=CC(CC(C(=O)C(C(C(=CC(C(=O)CC(OC(=O)C3CCCCN3C(=O)C(=O)C1(O2)O)C(C)CC4CCC(C(C4)OC)O)C)C)O)OC)C)C)C)OC. Drug 2: C(CC(=O)O)C(=O)CN.Cl. Cell line: SN12C. Synergy scores: CSS=19.2, Synergy_ZIP=-6.62, Synergy_Bliss=-2.83, Synergy_Loewe=-13.8, Synergy_HSA=-1.19. (3) Drug 1: CCC1(CC2CC(C3=C(CCN(C2)C1)C4=CC=CC=C4N3)(C5=C(C=C6C(=C5)C78CCN9C7C(C=CC9)(C(C(C8N6C)(C(=O)OC)O)OC(=O)C)CC)OC)C(=O)OC)O.OS(=O)(=O)O. Drug 2: CN1C2=C(C=C(C=C2)N(CCCl)CCCl)N=C1CCCC(=O)O.Cl. Cell line: SF-539. Synergy scores: CSS=2.06, Synergy_ZIP=-2.59, Synergy_Bliss=-3.58, Synergy_Loewe=-7.66, Synergy_HSA=-4.72. (4) Drug 1: CC1C(C(CC(O1)OC2CC(CC3=C2C(=C4C(=C3O)C(=O)C5=C(C4=O)C(=CC=C5)OC)O)(C(=O)C)O)N)O.Cl. Drug 2: CC1CCCC2(C(O2)CC(NC(=O)CC(C(C(=O)C(C1O)C)(C)C)O)C(=CC3=CSC(=N3)C)C)C. Cell line: EKVX. Synergy scores: CSS=3.38, Synergy_ZIP=-1.26, Synergy_Bliss=-1.33, Synergy_Loewe=-1.76, Synergy_HSA=-1.82. (5) Drug 1: CC(C1=C(C=CC(=C1Cl)F)Cl)OC2=C(N=CC(=C2)C3=CN(N=C3)C4CCNCC4)N. Drug 2: CC1=C(C=C(C=C1)C(=O)NC2=CC(=CC(=C2)C(F)(F)F)N3C=C(N=C3)C)NC4=NC=CC(=N4)C5=CN=CC=C5. Cell line: MDA-MB-435. Synergy scores: CSS=17.9, Synergy_ZIP=-2.53, Synergy_Bliss=3.73, Synergy_Loewe=-8.23, Synergy_HSA=-0.753.